This data is from Forward reaction prediction with 1.9M reactions from USPTO patents (1976-2016). The task is: Predict the product of the given reaction. (1) Given the reactants Br[C:2]1[CH:3]=[N:4][CH:5]=[C:6]([Br:8])[CH:7]=1.[C:9]1(B(O)O)[CH:14]=[CH:13][CH:12]=[CH:11][CH:10]=1.C(=O)([O-])[O-].[Na+].[Na+], predict the reaction product. The product is: [Br:8][C:6]1[CH:5]=[N:4][CH:3]=[C:2]([C:9]2[CH:14]=[CH:13][CH:12]=[CH:11][CH:10]=2)[CH:7]=1. (2) Given the reactants [N+:1]([C:4]1[CH:5]=[C:6]([CH:16]=[CH:17][CH:18]=1)[CH2:7][N:8]1[S:12](=[O:14])(=[O:13])[NH:11][C:10](=[O:15])[CH2:9]1)([O-])=O.[H][H], predict the reaction product. The product is: [NH2:1][C:4]1[CH:5]=[C:6]([CH:16]=[CH:17][CH:18]=1)[CH2:7][N:8]1[S:12](=[O:14])(=[O:13])[NH:11][C:10](=[O:15])[CH2:9]1. (3) Given the reactants [Cl:1][C:2]1[N:7]2[N:8]=[C:9]([C:27]3[CH:32]=[CH:31][C:30]([F:33])=[CH:29][CH:28]=3)[C:10]([C:11]3[N:16]=[C:15]([NH:17][CH:18]4[CH2:22][CH2:21][CH2:20][CH2:19]4)[N:14]=[C:13]([C:23]([O:25]C)=O)[CH:12]=3)=[C:6]2[CH:5]=[CH:4][CH:3]=1, predict the reaction product. The product is: [Cl:1][C:2]1[N:7]2[N:8]=[C:9]([C:27]3[CH:32]=[CH:31][C:30]([F:33])=[CH:29][CH:28]=3)[C:10]([C:11]3[N:16]=[C:15]([NH:17][CH:18]4[CH2:19][CH2:20][CH2:21][CH2:22]4)[N:14]=[C:13]([C:23]([NH:17][CH:18]4[CH2:22][CH2:21][CH2:20][CH2:19]4)=[O:25])[CH:12]=3)=[C:6]2[CH:5]=[CH:4][CH:3]=1. (4) The product is: [CH:14]1([C@H:12]2[CH2:11][C@@H:10]([CH2:20][OH:21])[CH2:9][N:8]([C:6]([O:5][C:1]([CH3:4])([CH3:3])[CH3:2])=[O:7])[CH2:13]2)[CH2:15][CH2:16][CH2:17][CH2:18][CH2:19]1. Given the reactants [C:1]([O:5][C:6]([N:8]1[CH2:13][C@H:12]([CH:14]2[CH2:19][CH2:18][CH2:17][CH2:16][CH2:15]2)[CH2:11][C@H:10]([C:20](O)=[O:21])[CH2:9]1)=[O:7])([CH3:4])([CH3:3])[CH3:2], predict the reaction product. (5) Given the reactants [CH3:1][N:2]1[C:8]2[CH:9]=[C:10]([CH3:13])[CH:11]=[CH:12][C:7]=2[C:6]([C:14]2[CH:19]=[CH:18][CH:17]=[CH:16][CH:15]=2)=[N:5][CH2:4][CH2:3]1.CC(O)=O.[BH4-].[Na+], predict the reaction product. The product is: [CH3:1][N:2]1[C:8]2[CH:9]=[C:10]([CH3:13])[CH:11]=[CH:12][C:7]=2[CH:6]([C:14]2[CH:19]=[CH:18][CH:17]=[CH:16][CH:15]=2)[NH:5][CH2:4][CH2:3]1. (6) The product is: [CH2:28]([O:30][C:31]([C:33]1[CH:37]=[C:36]([C:2]2[CH:7]=[CH:6][CH:5]=[C:4]([CH2:8][CH2:9][CH2:10][OH:11])[CH:3]=2)[O:35][N:34]=1)=[O:32])[CH3:29]. Given the reactants I[C:2]1[CH:3]=[C:4]([CH2:8][CH2:9][CH2:10][OH:11])[CH:5]=[CH:6][CH:7]=1.O1C=CC=C1P(C1OC=CC=1)C1OC=CC=1.[CH2:28]([O:30][C:31]([C:33]1[CH:37]=[C:36]([Sn](CCCC)(CCCC)CCCC)[O:35][N:34]=1)=[O:32])[CH3:29].[F-].[K+], predict the reaction product. (7) Given the reactants [NH2:1][C@@H:2]1[CH2:7][CH2:6][CH2:5][N:4]([C:8]2[CH:16]=[CH:15][C:11]([C:12]([NH2:14])=[O:13])=[C:10]([NH:17][C:18]3[CH:23]=[CH:22][C:21]([C:24]([N:26]4[CH2:31][CH2:30][O:29][CH2:28][CH2:27]4)=[O:25])=[CH:20][CH:19]=3)[N:9]=2)[CH2:3]1.[N:32]([CH:35]([CH3:37])[CH3:36])=[C:33]=[O:34], predict the reaction product. The product is: [CH:35]([NH:32][C:33](=[O:34])[NH:1][C@@H:2]1[CH2:7][CH2:6][CH2:5][N:4]([C:8]2[CH:16]=[CH:15][C:11]([C:12]([NH2:14])=[O:13])=[C:10]([NH:17][C:18]3[CH:19]=[CH:20][C:21]([C:24]([N:26]4[CH2:31][CH2:30][O:29][CH2:28][CH2:27]4)=[O:25])=[CH:22][CH:23]=3)[N:9]=2)[CH2:3]1)([CH3:37])[CH3:36].